From a dataset of Full USPTO retrosynthesis dataset with 1.9M reactions from patents (1976-2016). Predict the reactants needed to synthesize the given product. (1) Given the product [CH3:10][C:9]1[C:2]([N:26]2[CH2:31][CH2:30][CH2:29][CH2:28][CH2:27]2)=[C:3]([CH2:4][N:17]2[CH2:18][CH:14]3[CH2:13][N:12]([C:19]([O:21][N:36]4[C:37](=[O:38])[CH2:32][CH2:33][C:34]4=[O:35])=[O:20])[CH2:11][CH:15]3[CH2:16]2)[CH:6]=[CH:7][CH:8]=1, predict the reactants needed to synthesize it. The reactants are: Br[C:2]1[C:9]([CH3:10])=[CH:8][CH:7]=[CH:6][C:3]=1[CH:4]=O.[CH2:11]1[CH:15]2[CH2:16][NH:17][CH2:18][CH:14]2[CH2:13][N:12]1[C:19]([O:21]C(C)(C)C)=[O:20].[NH:26]1[CH2:31][CH2:30][CH2:29][CH2:28][CH2:27]1.[CH2:32]1[C:37](=[O:38])[N:36](OC(O[N:36]2[C:37](=[O:38])[CH2:32][CH2:33][C:34]2=[O:35])=O)[C:34](=[O:35])[CH2:33]1. (2) Given the product [Cl:8][C:6]1[CH:5]=[CH:4][C:3]([S:9]([NH2:12])(=[O:11])=[O:10])=[C:2]([NH:1][S:23](/[CH:22]=[CH:21]/[C:16]2[CH:17]=[CH:18][CH:19]=[CH:20][C:15]=2[O:14][CH3:13])(=[O:25])=[O:24])[CH:7]=1, predict the reactants needed to synthesize it. The reactants are: [NH2:1][C:2]1[CH:7]=[C:6]([Cl:8])[CH:5]=[CH:4][C:3]=1[S:9]([NH2:12])(=[O:11])=[O:10].[CH3:13][O:14][C:15]1[CH:20]=[CH:19][CH:18]=[CH:17][C:16]=1/[CH:21]=[CH:22]/[S:23](Cl)(=[O:25])=[O:24]. (3) Given the product [CH2:5]([OH:6])[CH2:3][CH2:2][OH:1].[C:10]([OH:9])(=[O:14])[CH2:11][CH2:12][CH3:13].[C:10]([OH:1])(=[O:14])[CH2:11][CH2:12][CH3:13].[C:5]([OH:6])(=[O:9])[CH:3]([CH3:2])[OH:4].[C:5]([OH:6])(=[O:9])[CH:3]([CH3:2])[OH:4], predict the reactants needed to synthesize it. The reactants are: [OH:1][CH2:2][CH:3]([CH2:5][OH:6])[OH:4].C([OH:9])C.[CH2:10]([OH:14])[CH2:11][CH2:12][CH3:13]. (4) Given the product [C:1]([C:5]1[CH:10]=[CH:9][C:8]([S:11]([NH:14][C:15]2[CH:19]=[CH:18][S:17][C:16]=2[C:20]([OH:22])=[O:21])(=[O:13])=[O:12])=[C:7]([CH:24]=[CH:25][C:26]2[CH:27]=[CH:28][CH:29]=[CH:30][CH:31]=2)[CH:6]=1)([CH3:4])([CH3:2])[CH3:3], predict the reactants needed to synthesize it. The reactants are: [C:1]([C:5]1[CH:10]=[CH:9][C:8]([S:11]([NH:14][C:15]2[CH:19]=[CH:18][S:17][C:16]=2[C:20]([O:22]C)=[O:21])(=[O:13])=[O:12])=[C:7]([CH:24]=[CH:25][C:26]2[CH:31]=[CH:30][CH:29]=[CH:28][CH:27]=2)[CH:6]=1)([CH3:4])([CH3:3])[CH3:2].[OH-].[Na+]. (5) Given the product [Cl:1][C:2]1[CH:3]=[C:4]([CH:5]=[CH:6][C:7]=1[Cl:8])[O:9][CH2:11][C:12]1[CH:13]=[C:14]([N+:21]([O-:23])=[O:22])[CH:15]=[C:16]([N+:18]([O-:20])=[O:19])[CH:17]=1, predict the reactants needed to synthesize it. The reactants are: [Cl:1][C:2]1[CH:3]=[C:4]([OH:9])[CH:5]=[CH:6][C:7]=1[Cl:8].Cl[CH2:11][C:12]1[CH:17]=[C:16]([N+:18]([O-:20])=[O:19])[CH:15]=[C:14]([N+:21]([O-:23])=[O:22])[CH:13]=1. (6) Given the product [Cl:6][C:7]1[N:12]=[CH:11][C:10]([O:5][CH2:4][CH:1]2[CH2:3][CH2:2]2)=[CH:9][N:8]=1, predict the reactants needed to synthesize it. The reactants are: [CH:1]1([CH2:4][OH:5])[CH2:3][CH2:2]1.[Cl:6][C:7]1[N:12]=[CH:11][C:10](O)=[CH:9][N:8]=1.C1(P(C2C=CC=CC=2)C2C=CC=CC=2)C=CC=CC=1.C1(C)C=CC=CC=1.N(C(OC(C)C)=O)=NC(OC(C)C)=O.